From a dataset of Catalyst prediction with 721,799 reactions and 888 catalyst types from USPTO. Predict which catalyst facilitates the given reaction. (1) Reactant: [CH3:1][C:2]1[CH:3]=[CH:4][C:5]([NH:8][CH:9]2[CH2:14][CH2:13][N:12]([CH2:15][C:16]34[CH2:25][CH:20]5[CH2:21][CH:22]([CH2:24][C:18]([C:26]([O:28][CH3:29])=[O:27])([CH2:19]5)[CH2:17]3)[CH2:23]4)[CH2:11][CH2:10]2)=[N:6][CH:7]=1.C(N(CC)CC)C.[O:37]1[CH:41]=[CH:40][CH:39]=[C:38]1[C:42]([Cl:44])=[O:43].O.N. Product: [ClH:44].[CH3:29][O:28][C:26]([C:18]12[CH2:24][CH:22]3[CH2:21][CH:20]([CH2:25][C:16]([CH2:15][N:12]4[CH2:13][CH2:14][CH:9]([N:8]([C:5]5[CH:4]=[CH:3][C:2]([CH3:1])=[CH:7][N:6]=5)[C:42]([C:38]5[O:37][CH:41]=[CH:40][CH:39]=5)=[O:43])[CH2:10][CH2:11]4)([CH2:23]3)[CH2:17]1)[CH2:19]2)=[O:27]. The catalyst class is: 61. (2) The catalyst class is: 259. Product: [CH3:1][O:2][C:3]1[CH:10]=[CH:9][C:6]([CH2:7][NH:8][C:28]2[C:27]3[N:31]=[CH:32][N:33]([C:26]=3[N:25]=[CH:24][N:29]=2)[C@@H:34]2[O:38][C@H:37]([CH2:39][OH:40])[C@@H:36]([OH:41])[C@H:35]2[OH:42])=[CH:5][C:4]=1[OH:11]. Reactant: [CH3:1][O:2][C:3]1[CH:10]=[CH:9][C:6]([CH2:7][NH2:8])=[CH:5][C:4]=1[OH:11].Cl.COC1C=CC(CN)=CC=1O.[CH:24]1[N:29]=[C:28](Cl)[C:27]2[N:31]=[CH:32][N:33]([C@@H:34]3[O:38][C@H:37]([CH2:39][OH:40])[C@@H:36]([OH:41])[C@H:35]3[OH:42])[C:26]=2[N:25]=1.C(N(CC)C(C)C)(C)C. (3) The catalyst class is: 2. Reactant: C[O:2][C:3]1[CH:11]=[C:10]2[C:6]([C:7]([C:12]3[CH:17]=[CH:16][N:15]=[C:14]([NH:18][CH:19]4[CH2:24][C:23]([CH3:26])([CH3:25])[NH:22][C:21]([CH3:28])([CH3:27])[CH2:20]4)[N:13]=3)=[CH:8][NH:9]2)=[CH:5][CH:4]=1.B(Br)(Br)Br. Product: [CH3:25][C:23]1([CH3:26])[CH2:24][CH:19]([NH:18][C:14]2[N:13]=[C:12]([C:7]3[C:6]4[C:10](=[CH:11][C:3]([OH:2])=[CH:4][CH:5]=4)[NH:9][CH:8]=3)[CH:17]=[CH:16][N:15]=2)[CH2:20][C:21]([CH3:28])([CH3:27])[NH:22]1.